This data is from Full USPTO retrosynthesis dataset with 1.9M reactions from patents (1976-2016). The task is: Predict the reactants needed to synthesize the given product. (1) The reactants are: [NH2:1][C:2]1[CH:7]=[CH:6][C:5]([C:8]2[CH2:12][CH2:11][N:10]([C:13](=[O:26])[CH2:14][C:15]3[CH:20]=[C:19]([O:21][CH3:22])[C:18]([O:23][CH3:24])=[CH:17][C:16]=3[Cl:25])[N:9]=2)=[CH:4][CH:3]=1.[S-:27][C:28]#[N:29].[K+].BrBr.CC(OC)(C)C. Given the product [NH2:29][C:28]1[S:27][C:3]2[CH:4]=[C:5]([C:8]3[CH2:12][CH2:11][N:10]([C:13](=[O:26])[CH2:14][C:15]4[CH:20]=[C:19]([O:21][CH3:22])[C:18]([O:23][CH3:24])=[CH:17][C:16]=4[Cl:25])[N:9]=3)[CH:6]=[CH:7][C:2]=2[N:1]=1, predict the reactants needed to synthesize it. (2) Given the product [C:12]([CH:11]=[CH:10][C:9]1[CH:15]=[CH:16][C:6]([O:23][CH3:22])=[C:7]([O:17][C:18](=[O:26])[CH2:33][CH2:34][CH3:36])[CH:8]=1)([OH:14])=[O:13], predict the reactants needed to synthesize it. The reactants are: C([C:6]1[CH:16]=[CH:15][C:9]([CH:10]=[CH:11][C:12]([OH:14])=[O:13])=[CH:8][C:7]=1[O:17][CH3:18])(=O)CCC.CN([CH:22]=[O:23])C.C(Cl)(=O)C(Cl)=[O:26].NC1S[CH:33]=[C:34]([C:36]2C=CC(C)=CC=2)N=1. (3) Given the product [F:18][C:13]1[CH:12]=[C:11]([NH:10][C:8]([C:3]2[C:4]([CH3:7])=[N:5][S:6][C:2]=2[NH:1][C:20]2[S:21][C:22]3[C:27]([N:28]=2)=[C:26]([C:29]([F:30])([F:31])[F:32])[CH:25]=[CH:24][N:23]=3)=[O:9])[CH:16]=[CH:15][C:14]=1[F:17], predict the reactants needed to synthesize it. The reactants are: [NH2:1][C:2]1[S:6][N:5]=[C:4]([CH3:7])[C:3]=1[C:8]([NH:10][C:11]1[CH:16]=[CH:15][C:14]([F:17])=[C:13]([F:18])[CH:12]=1)=[O:9].Cl[C:20]1[S:21][C:22]2[C:27]([N:28]=1)=[C:26]([C:29]([F:32])([F:31])[F:30])[CH:25]=[CH:24][N:23]=2.C(=O)([O-])[O-].[Cs+].[Cs+].CC1(C)C2C(=C(P(C3C=CC=CC=3)C3C=CC=CC=3)C=CC=2)OC2C(P(C3C=CC=CC=3)C3C=CC=CC=3)=CC=CC1=2. (4) The reactants are: [NH2:1][CH2:2][C@H:3]([C:5]1[CH:10]=[CH:9][CH:8]=[C:7]([O:11][C@H:12]([CH3:22])[CH2:13][O:14][CH2:15][C:16]2[CH:21]=[CH:20][CH:19]=[CH:18][CH:17]=2)[CH:6]=1)[OH:4].C(=O)([O-])[O-].[K+].[K+].[C:29](OC)([CH3:32])([CH3:31])[CH3:30].[ClH:35]. Given the product [ClH:35].[CH2:15]([O:14][CH2:13][C@H:12]([O:11][C:7]1[CH:6]=[C:5]([C@H:3]([OH:4])[CH2:2][N:1]([CH2:3][C:5]2[CH:10]=[CH:9][CH:8]=[CH:7][CH:6]=2)[CH2:30][C:29]2[CH:32]=[CH:22][CH:12]=[CH:13][CH:31]=2)[CH:10]=[CH:9][CH:8]=1)[CH3:22])[C:16]1[CH:17]=[CH:18][CH:19]=[CH:20][CH:21]=1, predict the reactants needed to synthesize it. (5) Given the product [CH:33]1([NH:39][C:3]([C:4]2[CH:10]=[C:11]([C:13]3[CH:18]=[C:17]([O:19][CH3:20])[CH:16]=[CH:15][C:14]=3[O:21][CH3:22])[N:29]([CH2:28][CH2:27][C:26]3[CH:30]=[CH:31][CH:32]=[C:24]([F:23])[CH:25]=3)[C:5]=2[CH3:6])=[O:2])[CH2:38][CH2:37][CH2:36][CH2:35][CH2:34]1, predict the reactants needed to synthesize it. The reactants are: C[O:2][C:3](=O)[CH2:4][C:5](=O)[CH3:6].Br[CH2:10][C:11]([C:13]1[CH:18]=[C:17]([O:19][CH3:20])[CH:16]=[CH:15][C:14]=1[O:21][CH3:22])=O.[F:23][C:24]1[CH:25]=[C:26]([CH:30]=[CH:31][CH:32]=1)[CH2:27][CH2:28][NH2:29].[CH:33]1([NH2:39])[CH2:38][CH2:37][CH2:36][CH2:35][CH2:34]1. (6) Given the product [Cl:1][C:2]1[C:35]([F:36])=[CH:34][CH:33]=[CH:32][C:3]=1[CH2:4][NH:5][C:6](=[O:31])[N:7]([C@H:9]([CH2:16][O:17][C:18](=[O:30])[NH:19][C:20]1[N:21]=[CH:22][C:23]2[C:28]([CH:29]=1)=[CH:27][CH:26]=[CH:25][CH:24]=2)[CH2:10][CH2:11][C:12]([O-:14])=[O:13])[CH3:8].[Li+:37], predict the reactants needed to synthesize it. The reactants are: [Cl:1][C:2]1[C:35]([F:36])=[CH:34][CH:33]=[CH:32][C:3]=1[CH2:4][NH:5][C:6](=[O:31])[N:7]([C@H:9]([CH2:16][O:17][C:18](=[O:30])[NH:19][C:20]1[N:21]=[CH:22][C:23]2[C:28]([CH:29]=1)=[CH:27][CH:26]=[CH:25][CH:24]=2)[CH2:10][CH2:11][C:12]([O:14]C)=[O:13])[CH3:8].[Li+:37].[OH-].